Dataset: Catalyst prediction with 721,799 reactions and 888 catalyst types from USPTO. Task: Predict which catalyst facilitates the given reaction. Reactant: [CH3:1][C:2]1([CH3:17])[C:10]2[C:5](=[CH:6][C:7]([N:11]3[CH2:16][CH2:15][O:14][CH2:13][CH2:12]3)=[CH:8][CH:9]=2)[NH:4][CH2:3]1.[Cl:18][C:19]1[CH:28]=[CH:27][C:26]2[N:25]=[C:24]3[CH2:29][CH2:30][CH2:31][C:23]3=[C:22](Cl)[C:21]=2[CH:20]=1.C(=O)([O-])[O-].[Cs+].[Cs+].C1C=CC(P(C2C(C3C(P(C4C=CC=CC=4)C4C=CC=CC=4)=CC=C4C=3C=CC=C4)=C3C(C=CC=C3)=CC=2)C2C=CC=CC=2)=CC=1. Product: [Cl:18][C:19]1[CH:28]=[CH:27][C:26]2[N:25]=[C:24]3[CH2:29][CH2:30][CH2:31][C:23]3=[C:22]([N:4]3[C:5]4[C:10](=[CH:9][CH:8]=[C:7]([N:11]5[CH2:16][CH2:15][O:14][CH2:13][CH2:12]5)[CH:6]=4)[C:2]([CH3:17])([CH3:1])[CH2:3]3)[C:21]=2[CH:20]=1. The catalyst class is: 102.